From a dataset of Reaction yield outcomes from USPTO patents with 853,638 reactions. Predict the reaction yield, written as a fraction of the theoretical maximum amount of product (1.0 means a 100% yield; for example, 0.34 means a 34% yield). (1) The reactants are [F:1][C:2]1[N:12]=[CH:11][C:5]2[N:6]=[CH:7][NH:8][C:9](=O)[C:4]=2[CH:3]=1.O=P(Cl)(Cl)Cl.[Br:18][C:19]1[CH:20]=[C:21]([CH:23]=[CH:24][CH:25]=1)[NH2:22]. No catalyst specified. The product is [Br:18][C:19]1[CH:20]=[C:21]([CH:23]=[CH:24][CH:25]=1)[NH:22][C:9]1[C:4]2[CH:3]=[C:2]([F:1])[N:12]=[CH:11][C:5]=2[N:6]=[CH:7][N:8]=1. The yield is 0.630. (2) The reactants are [CH3:1][N:2]([C:6]1[CH:7]=[C:8]([CH:22]=[CH:23][CH:24]=1)[CH2:9][NH:10][C:11]([C:13]1[C:14]2[CH:15]=[CH:16][NH:17][C:18]=2[CH:19]=[CH:20][CH:21]=1)=[O:12])[C:3](=[O:5])[CH3:4].[NH2:25][C:26]1[N:31]=[C:30](Cl)[CH:29]=[CH:28][N:27]=1.NC1N=C(N2C3C(=C(NC(=O)CC4C=CC=C(OC)C=4)C=CC=3)C=C2)C=CN=1. No catalyst specified. The product is [NH2:25][C:26]1[N:31]=[C:30]([N:17]2[C:18]3[CH:19]=[CH:20][CH:21]=[C:13]([C:11]([NH:10][CH2:9][C:8]4[CH:22]=[CH:23][CH:24]=[C:6]([N:2]([CH3:1])[C:3](=[O:5])[CH3:4])[CH:7]=4)=[O:12])[C:14]=3[CH:15]=[CH:16]2)[CH:29]=[CH:28][N:27]=1. The yield is 0.170. (3) The reactants are [CH3:1][O:2][C:3](=[O:58])[NH:4][C@@H:5]1[CH:13]2[C:14](=[O:56])[CH2:15][C@H:16]([C:18]3[NH:19][C:20]([C:23]4[CH:28]=[CH:27][C:26]([C:29]5[CH:34]=[CH:33][C:32]([C:35]6[NH:36][C:37]([C@@H:40]7[CH2:44][CH2:43][CH2:42][N:41]7[C:45](=[O:55])[C@@H:46]([NH:50][C:51]([O:53][CH3:54])=[O:52])[CH:47]([CH3:49])[CH3:48])=[N:38][CH:39]=6)=[CH:31][CH:30]=5)=[CH:25][CH:24]=4)=[CH:21][N:22]=3)[CH2:17][N:11]3[C:12]2=[C:8]([CH:9]=[CH:10]3)[C:7](=[O:57])[CH2:6]1.[BH4-].[Na+]. The catalyst is C1COCC1.C(O)C.[Cl-].[Na+].O.O. The product is [CH3:1][O:2][C:3](=[O:58])[NH:4][C@@H:5]1[CH:13]2[C:14](=[O:56])[CH2:15][C@H:16]([C:18]3[NH:19][C:20]([C:23]4[CH:24]=[CH:25][C:26]([C:29]5[CH:34]=[CH:33][C:32]([C:35]6[NH:36][C:37]([C@@H:40]7[CH2:44][CH2:43][CH2:42][N:41]7[C:45](=[O:55])[C@@H:46]([NH:50][C:51]([O:53][CH3:54])=[O:52])[CH:47]([CH3:49])[CH3:48])=[N:38][CH:39]=6)=[CH:31][CH:30]=5)=[CH:27][CH:28]=4)=[CH:21][N:22]=3)[CH2:17][N:11]3[C:12]2=[C:8]([CH:9]=[CH:10]3)[CH:7]([OH:57])[CH2:6]1. The yield is 0.290.